This data is from Full USPTO retrosynthesis dataset with 1.9M reactions from patents (1976-2016). The task is: Predict the reactants needed to synthesize the given product. (1) Given the product [CH:2]([N+:5]([O-:6])=[CH:19][C:18]1[CH:17]=[CH:16][C:15]([S:12](=[O:14])(=[O:13])[NH:11][C:7]([CH3:8])([CH3:10])[CH3:9])=[CH:22][CH:21]=1)([CH3:4])[CH3:3], predict the reactants needed to synthesize it. The reactants are: Cl.[CH:2]([NH:5][OH:6])([CH3:4])[CH3:3].[C:7]([NH:11][S:12]([C:15]1[CH:22]=[CH:21][C:18]([CH:19]=O)=[CH:17][CH:16]=1)(=[O:14])=[O:13])([CH3:10])([CH3:9])[CH3:8]. (2) Given the product [F:1][C:2]1[CH:7]=[CH:6][C:5]([CH:8]2[C:16]3[C:11](=[CH:12][C:13]([CH:17]=[O:18])=[CH:14][CH:15]=3)[CH2:10][O:9]2)=[CH:4][CH:3]=1, predict the reactants needed to synthesize it. The reactants are: [F:1][C:2]1[CH:7]=[CH:6][C:5]([CH:8]2[C:16]3[C:11](=[CH:12][C:13]([CH2:17][OH:18])=[CH:14][CH:15]=3)[CH2:10][O:9]2)=[CH:4][CH:3]=1.S([O-])([O-])(=O)=O.[Mg+2]. (3) Given the product [F:34][C:33]([F:35])([F:36])[C:30]1[CH:31]=[CH:32][C:27]([CH2:26][NH:7][CH:8]([C:16]2[CH:17]=[CH:18][C:19]([C:22]([F:23])([F:25])[F:24])=[CH:20][CH:21]=2)[CH2:9]/[CH:10]=[CH:11]/[C:12]([O:14][CH3:15])=[O:13])=[CH:28][CH:29]=1, predict the reactants needed to synthesize it. The reactants are: C(S([N:7]([CH2:26][C:27]1[CH:32]=[CH:31][C:30]([C:33]([F:36])([F:35])[F:34])=[CH:29][CH:28]=1)[CH:8]([C:16]1[CH:21]=[CH:20][C:19]([C:22]([F:25])([F:24])[F:23])=[CH:18][CH:17]=1)[CH2:9]/[CH:10]=[CH:11]/[C:12]([O:14][CH3:15])=[O:13])=O)(C)(C)C.Cl.C([O-])(O)=O.[Na+].